The task is: Predict the product of the given reaction.. This data is from Forward reaction prediction with 1.9M reactions from USPTO patents (1976-2016). Given the reactants [F:1][C:2]([F:29])([F:28])[C:3]1[CH:4]=[C:5]([CH:21]=[C:22]([C:24]([F:27])([F:26])[F:25])[CH:23]=1)[CH2:6][O:7][CH2:8][C:9]1([C:15]2[CH:20]=[CH:19][CH:18]=[CH:17][CH:16]=2)[CH2:13][CH2:12][C:11](=O)[CH2:10]1.[NH:30]1[CH2:35][CH2:34][CH2:33][CH2:32][CH2:31]1.C(O)C.[BH4-].[Na+], predict the reaction product. The product is: [F:1][C:2]([F:29])([F:28])[C:3]1[CH:4]=[C:5]([CH:21]=[C:22]([C:24]([F:27])([F:26])[F:25])[CH:23]=1)[CH2:6][O:7][CH2:8][C:9]1([C:15]2[CH:20]=[CH:19][CH:18]=[CH:17][CH:16]=2)[CH2:13][CH2:12][CH:11]([N:30]2[CH2:35][CH2:34][CH2:33][CH2:32][CH2:31]2)[CH2:10]1.